This data is from Full USPTO retrosynthesis dataset with 1.9M reactions from patents (1976-2016). The task is: Predict the reactants needed to synthesize the given product. (1) Given the product [CH:13]1([N:9]2[C:5]3[N:6]=[CH:7][N:8]=[C:3]([NH2:1])[C:4]=3[C:11]([I:12])=[CH:10]2)[CH2:16][CH2:15][CH2:14]1, predict the reactants needed to synthesize it. The reactants are: [NH3:1].Cl[C:3]1[C:4]2[C:11]([I:12])=[CH:10][N:9]([CH:13]3[CH2:16][CH2:15][CH2:14]3)[C:5]=2[N:6]=[CH:7][N:8]=1.C(=O)=O.CC(C)=O. (2) Given the product [CH2:24]([O:23][CH2:22][CH2:21][O:20][C:17]1[N:18]=[CH:19][C:14]([C:12]2[S:4][C:3]3[CH:5]=[CH:6][CH:7]=[CH:8][C:2]=3[C:1](=[O:10])[N:13]=2)=[CH:15][CH:16]=1)[CH3:25], predict the reactants needed to synthesize it. The reactants are: [C:1]([O:10]C)(=O)[C:2]1[C:3](=[CH:5][CH:6]=[CH:7][CH:8]=1)[SH:4].[C:12]([C:14]1[CH:15]=[CH:16][C:17]([O:20][CH2:21][CH2:22][O:23][CH2:24][CH3:25])=[N:18][CH:19]=1)#[N:13].C(N(CC)CC)C. (3) Given the product [CH3:1][C:2]1[N:3]([C:16]2[CH:21]=[CH:20][CH:19]=[CH:18][C:17]=2[CH3:22])[C:4]([C:7](=[N:24][OH:25])[CH2:8][C:9]2[CH:14]=[CH:13][CH:12]=[CH:11][CH:10]=2)=[N:5][N:6]=1, predict the reactants needed to synthesize it. The reactants are: [CH3:1][C:2]1[N:3]([C:16]2[CH:21]=[CH:20][CH:19]=[CH:18][C:17]=2[CH3:22])[C:4]([C:7](=O)[CH2:8][C:9]2[CH:14]=[CH:13][CH:12]=[CH:11][CH:10]=2)=[N:5][N:6]=1.Cl.[NH2:24][OH:25].[OH-].[Na+].Cl. (4) Given the product [Br:1][C:2]1[CH:10]=[C:9]([N+:11]([O-:13])=[O:12])[CH:8]=[CH:7][C:3]=1[C:4]([O:6][CH3:14])=[O:5], predict the reactants needed to synthesize it. The reactants are: [Br:1][C:2]1[CH:10]=[C:9]([N+:11]([O-:13])=[O:12])[CH:8]=[CH:7][C:3]=1[C:4]([OH:6])=[O:5].[C:14]([O-])([O-])=O.[K+].[K+].CI.O. (5) Given the product [Cl:1][C:2]1[C:3]([NH:12][S:14]([C:17]2[CH:18]=[CH:19][C:20]([C:21]([O:23][CH3:24])=[O:22])=[CH:25][CH:26]=2)(=[O:16])=[O:15])=[N:4][CH:5]=[C:6]([C:8]([F:11])([F:9])[F:10])[CH:7]=1, predict the reactants needed to synthesize it. The reactants are: [Cl:1][C:2]1[C:3]([NH2:12])=[N:4][CH:5]=[C:6]([C:8]([F:11])([F:10])[F:9])[CH:7]=1.Cl[S:14]([C:17]1[CH:26]=[CH:25][C:20]([C:21]([O:23][CH3:24])=[O:22])=[CH:19][CH:18]=1)(=[O:16])=[O:15]. (6) Given the product [CH:20]1([C:23]([N:17]2[CH2:16][CH2:15][N:14]([C:7]3[C:8]4[C:13](=[CH:12][CH:11]=[CH:10][CH:9]=4)[C:4]([N+:1]([O-:3])=[O:2])=[CH:5][N:6]=3)[CH2:19][CH2:18]2)=[O:24])[CH2:22][CH2:21]1, predict the reactants needed to synthesize it. The reactants are: [N+:1]([C:4]1[C:13]2[C:8](=[CH:9][CH:10]=[CH:11][CH:12]=2)[C:7]([N:14]2[CH2:19][CH2:18][NH:17][CH2:16][CH2:15]2)=[N:6][CH:5]=1)([O-:3])=[O:2].[CH:20]1([C:23](O)=[O:24])[CH2:22][CH2:21]1.CCN=C=NCCCN(C)C. (7) Given the product [Cl:1][C:2]1[CH:3]=[CH:4][C:5]2[C:6]3[N:13]([CH:14]4[CH2:19][CH2:18][CH2:17][CH2:16][O:15]4)[N:12]=[CH:11][C:7]=3[N:8]([C:21]3[CH:22]=[C:23]4[N:30]=[CH:29][N:28]([CH2:31][O:32][CH2:33][CH2:34][Si:35]([CH3:36])([CH3:38])[CH3:37])[C:24]4=[N:25][C:26]=3[CH3:27])[C:9]=2[CH:10]=1, predict the reactants needed to synthesize it. The reactants are: [Cl:1][C:2]1[CH:3]=[CH:4][C:5]2[C:6]3[N:13]([CH:14]4[CH2:19][CH2:18][CH2:17][CH2:16][O:15]4)[N:12]=[CH:11][C:7]=3[NH:8][C:9]=2[CH:10]=1.Br[C:21]1[CH:22]=[C:23]2[N:30]=[CH:29][N:28]([CH2:31][O:32][CH2:33][CH2:34][Si:35]([CH3:38])([CH3:37])[CH3:36])[C:24]2=[N:25][C:26]=1[CH3:27].CN[C@H]1CCCC[C@@H]1NC.C([O-])([O-])=O.[Cs+].[Cs+]. (8) The reactants are: [O:1]1[CH:5]=[CH:4][CH:3]=[C:2]1[C:6]1[C:11](I)=[C:10]([S:13][CH3:14])[N:9]=[C:8]([NH2:15])[N:7]=1.C([Sn](CCCC)(CCCC)[C:21]([O:23][CH2:24][CH3:25])=[CH2:22])CCC.C(=O)([O-])[O-].[Cs+].[Cs+]. Given the product [CH2:24]([O:23][C:21]([C:11]1[C:6]([C:2]2[O:1][CH:5]=[CH:4][CH:3]=2)=[N:7][C:8]([NH2:15])=[N:9][C:10]=1[S:13][CH3:14])=[CH2:22])[CH3:25], predict the reactants needed to synthesize it. (9) Given the product [CH2:23]([C:22]1([O:25][C:26](=[O:35])[O:27][CH2:28][C:29]2[CH:30]=[CH:31][CH:32]=[CH:33][CH:34]=2)[C:12]2[CH:11]=[C:10]3[N:15]([C:14](=[O:18])[C:13]=2[CH2:19][O:20][C:21]1=[O:36])[CH2:16][C:17]1[C:5]([CH2:4][CH2:3][Si:2]([CH2:41][CH2:42][CH2:43][OH:44])([CH3:52])[CH3:1])=[C:6]2[CH:40]=[CH:39][CH:38]=[CH:37][C:7]2=[N:8][C:9]3=1)[CH3:24], predict the reactants needed to synthesize it. The reactants are: [CH3:1][Si:2]([CH3:52])([CH2:41][CH2:42][CH2:43][O:44][Si](CC)(CC)CC)[CH2:3][CH2:4][C:5]1[C:17]2[CH2:16][N:15]3[C:10](=[CH:11][C:12]4[C:22]([O:25][C:26](=[O:35])[O:27][CH2:28][C:29]5[CH:34]=[CH:33][CH:32]=[CH:31][CH:30]=5)([CH2:23][CH3:24])[C:21](=[O:36])[O:20][CH2:19][C:13]=4[C:14]3=[O:18])[C:9]=2[N:8]=[C:7]2[CH:37]=[CH:38][CH:39]=[CH:40][C:6]=12.F.N1C=CC=CC=1.